Dataset: Forward reaction prediction with 1.9M reactions from USPTO patents (1976-2016). Task: Predict the product of the given reaction. Given the reactants Br[CH:2]([C:6]1[CH:11]=[CH:10][CH:9]=[CH:8][CH:7]=1)[C:3]([OH:5])=[O:4].[Cl:12][C:13]1[CH:18]=[CH:17][C:16]([NH2:19])=[CH:15][CH:14]=1, predict the reaction product. The product is: [Cl:12][C:13]1[CH:18]=[CH:17][C:16]([NH:19][CH:2]([C:6]2[CH:11]=[CH:10][CH:9]=[CH:8][CH:7]=2)[C:3]([OH:5])=[O:4])=[CH:15][CH:14]=1.